Dataset: Full USPTO retrosynthesis dataset with 1.9M reactions from patents (1976-2016). Task: Predict the reactants needed to synthesize the given product. (1) Given the product [F:55][C:56]([F:61])([F:60])[C:57]([OH:59])=[O:58].[NH2:8][C@H:9]([C:14]([O:16][CH2:17][CH2:18][O:19][C:20]1[CH:21]=[CH:22][C:23]([C:26]2[C:31]([C:32]#[N:33])=[C:30]([N:34]3[CH2:38][CH2:37][CH2:36][CH2:35]3)[N:29]=[C:28]([S:39][CH2:40][C:41]3[N:42]=[C:43]([C:46]4[CH:51]=[CH:50][C:49]([Cl:52])=[CH:48][CH:47]=4)[S:44][CH:45]=3)[C:27]=2[C:53]#[N:54])=[CH:24][CH:25]=1)=[O:15])[CH2:10][CH:11]([CH3:12])[CH3:13], predict the reactants needed to synthesize it. The reactants are: C(OC([NH:8][C@H:9]([C:14]([O:16][CH2:17][CH2:18][O:19][C:20]1[CH:25]=[CH:24][C:23]([C:26]2[C:31]([C:32]#[N:33])=[C:30]([N:34]3[CH2:38][CH2:37][CH2:36][CH2:35]3)[N:29]=[C:28]([S:39][CH2:40][C:41]3[N:42]=[C:43]([C:46]4[CH:51]=[CH:50][C:49]([Cl:52])=[CH:48][CH:47]=4)[S:44][CH:45]=3)[C:27]=2[C:53]#[N:54])=[CH:22][CH:21]=1)=[O:15])[CH2:10][CH:11]([CH3:13])[CH3:12])=O)(C)(C)C.[F:55][C:56]([F:61])([F:60])[C:57]([OH:59])=[O:58]. (2) Given the product [Cl:1][C:2]1[CH:10]=[C:9]([C:11]2[CH:16]=[CH:15][C:14](=[O:17])[N:13]([CH2:18][CH2:19][O:20][C:21]3[C:30]4[C:25](=[CH:26][C:27]([O:31][CH3:32])=[CH:28][CH:29]=4)[N:24]=[CH:23][CH:22]=3)[N:12]=2)[CH:8]=[CH:7][C:3]=1[C:4]#[N:6], predict the reactants needed to synthesize it. The reactants are: [Cl:1][C:2]1[CH:10]=[C:9]([C:11]2[CH:16]=[CH:15][C:14](=[O:17])[N:13]([CH2:18][CH2:19][O:20][C:21]3[C:30]4[C:25](=[CH:26][C:27]([O:31][CH3:32])=[CH:28][CH:29]=4)[N:24]=[CH:23][CH:22]=3)[N:12]=2)[CH:8]=[CH:7][C:3]=1[C:4]([NH2:6])=O.N1C=CC=CC=1.S(Cl)(Cl)=O. (3) Given the product [CH2:1]([NH:3][CH2:14][C:6]1[CH:5]=[N:4][C:13]2[C:8]([CH:7]=1)=[CH:9][CH:10]=[CH:11][CH:12]=2)[CH3:2], predict the reactants needed to synthesize it. The reactants are: [CH2:1]([NH2:3])[CH3:2].[N:4]1[C:13]2[C:8](=[CH:9][CH:10]=[CH:11][CH:12]=2)[CH:7]=[C:6]([CH:14]=O)[CH:5]=1. (4) Given the product [CH:33]1([N:34]2[CH:35]=[C:3]([C:7]3[CH:8]=[C:9]([S:12]([CH3:15])(=[O:13])=[O:14])[CH:10]=[CH:11][C:6]=3[O:5][CH2:4][CH:1]3[CH2:2][CH2:3]3)[CH:2]=[C:1]([CH3:4])[C:36]2=[O:37])[CH2:11][CH2:6][CH2:7]1, predict the reactants needed to synthesize it. The reactants are: [CH:1]1([CH2:4][O:5][C:6]2[CH:11]=[CH:10][C:9]([S:12]([CH3:15])(=[O:14])=[O:13])=[CH:8][C:7]=2B2OC(C)(C)C(C)(C)O2)[CH2:3][CH2:2]1.C([O-])([O-])=O.[K+].[K+].N#N.[CH3:33][N:34]([CH:36]=[O:37])[CH3:35]. (5) Given the product [F:1][C:2]1[CH:3]=[CH:4][C:5]([CH2:6][N:7]2[C:11]3=[CH:12][N:13]=[C:14]([C:16]([N:23]([OH:24])[CH3:22])=[O:18])[CH:15]=[C:10]3[CH:9]=[CH:8]2)=[CH:19][CH:20]=1, predict the reactants needed to synthesize it. The reactants are: [F:1][C:2]1[CH:20]=[CH:19][C:5]([CH2:6][N:7]2[C:11]3=[CH:12][N:13]=[C:14]([C:16]([OH:18])=O)[CH:15]=[C:10]3[CH:9]=[CH:8]2)=[CH:4][CH:3]=1.Cl.[CH3:22][NH:23][OH:24]. (6) Given the product [F:29][C:4]1[CH:3]=[C:2]([NH:1][C:55]([NH:54][C:52](=[O:53])[CH2:51][C:45]2[CH:46]=[CH:47][CH:48]=[CH:49][CH:50]=2)=[S:56])[CH:28]=[CH:27][C:5]=1[O:6][C:7]1[CH:12]=[CH:11][N:10]=[C:9]([NH:13][C:14]([N:16]2[CH2:21][CH2:20][CH:19]([CH2:22][N:23]3[CH2:24][CH2:25][CH2:26]3)[CH2:18][CH2:17]2)=[O:15])[CH:8]=1, predict the reactants needed to synthesize it. The reactants are: [NH2:1][C:2]1[CH:28]=[CH:27][C:5]([O:6][C:7]2[CH:12]=[CH:11][N:10]=[C:9]([NH:13][C:14]([N:16]3[CH2:21][CH2:20][CH:19]([CH2:22][N:23]4[CH2:26][CH2:25][CH2:24]4)[CH2:18][CH2:17]3)=[O:15])[CH:8]=2)=[C:4]([F:29])[CH:3]=1.[C@]12(CS(O)(=O)=O)C(C)(C)C(CC1)CC2=O.[C:45]1([CH2:51][C:52]([N:54]=[C:55]=[S:56])=[O:53])[CH:50]=[CH:49][CH:48]=[CH:47][CH:46]=1.C(OCC)C.